Dataset: PAMPA permeability data for FDA-approved drugs from NCATS. Task: Regression/Classification. Given a drug SMILES string, predict its absorption, distribution, metabolism, or excretion properties. Task type varies by dataset: regression for continuous measurements (e.g., permeability, clearance, half-life) or binary classification for categorical outcomes (e.g., BBB penetration, CYP inhibition). Dataset: approved_pampa_ncats. (1) The drug is CCN1C2=CC=CC=C2SC1=CC=CC=CC3=[N+](C4=CC=CC=C4S3)CC. The result is 1 (high permeability). (2) The compound is C1[C@@H]2[C@H]([C@H]([C@@H](O2)N3C=NC4=C(N=CN=C43)N)O)OP(=O)(O1)O. The result is 1 (high permeability). (3) The drug is COC1=C(C=C2C(=C1)[C@]34CCN5[C@H]3C[C@@H]6[C@@H]7[C@@H]4N2C(=O)C[C@@H]7OCC=C6C5)OC. The result is 1 (high permeability). (4) The compound is C#C[C@]1(OC(C)=O)CC[C@H]2[C@@H]3CCC4=C/C(=N/O)CC[C@@H]4[C@H]3CC[C@@]21CC. The result is 0 (low-to-moderate permeability). (5) The drug is CC1=NC=C(C(=C1O)C=O)COP(=O)(O)O. The result is 1 (high permeability). (6) The result is 0 (low-to-moderate permeability). The compound is C1CCC2(C1)CC(=O)N(C(=O)C2)CCCCN3CCN(CC3)C4=NC=CC=N4.